This data is from Forward reaction prediction with 1.9M reactions from USPTO patents (1976-2016). The task is: Predict the product of the given reaction. (1) The product is: [Na+:1].[C:5]([CH2:4][CH2:13][CH2:12][CH2:11][CH2:10][N+:23]1[C:32]2[C:27](=[CH:28][CH:29]=[CH:30][CH:31]=2)[CH:26]=[CH:25][C:24]=1[C:33]1[O:22][C:5]2[C:6]([S:18]([O-:21])(=[O:20])=[O:19])=[CH:7][C:8]3[C:13](=[CH:12][CH:11]=[C:10]([S:14]([O-:17])(=[O:16])=[O:15])[CH:9]=3)[C:4]=2[N:3]=1)([OH:22])=[O:44]. Given the reactants [Na+:1].[Na+].[NH2:3][C:4]1[C:13]2[C:8](=[CH:9][C:10]([S:14]([O-:17])(=[O:16])=[O:15])=[CH:11][CH:12]=2)[CH:7]=[C:6]([S:18]([O-:21])(=[O:20])=[O:19])[C:5]=1[OH:22].[N:23]1[C:32]2[C:27](=[CH:28][CH:29]=[CH:30][CH:31]=2)[CH:26]=[CH:25][C:24]=1[C:33](O)=O.C[Si](OP(=O)=O)(C)C.[OH-:44].[Na+], predict the reaction product. (2) Given the reactants [OH-].[Na+].C[O:4][C:5](=[O:18])[C:6]1[CH:11]=[CH:10][CH:9]=[CH:8][C:7]=1[O:12][CH2:13][C:14]([O:16]C)=[O:15].Cl, predict the reaction product. The product is: [C:14]([CH2:13][O:12][C:7]1[CH:8]=[CH:9][CH:10]=[CH:11][C:6]=1[C:5]([OH:18])=[O:4])([OH:16])=[O:15]. (3) Given the reactants [Cl:1][C:2]1[CH:7]=[CH:6][C:5]([S:8](Cl)(=[O:10])=[O:9])=[CH:4][CH:3]=1.[C:12]([N:14]=[C:15]([N:24]1[CH2:29][CH2:28][NH:27][CH:26]([C:30]2[CH:35]=[CH:34][CH:33]=[CH:32][CH:31]=2)[CH2:25]1)[NH:16][C:17]1[CH:22]=[CH:21][CH:20]=[CH:19][C:18]=1[CH3:23])#[N:13].N1C=CC=CC=1.O, predict the reaction product. The product is: [Cl:1][C:2]1[CH:7]=[CH:6][C:5]([S:8]([N:27]2[CH2:28][CH2:29][N:24]([C:15](=[N:14][C:12]#[N:13])[NH:16][C:17]3[CH:22]=[CH:21][CH:20]=[CH:19][C:18]=3[CH3:23])[CH2:25][CH:26]2[C:30]2[CH:35]=[CH:34][CH:33]=[CH:32][CH:31]=2)(=[O:10])=[O:9])=[CH:4][CH:3]=1. (4) Given the reactants ClC1C=C(Cl)C=CC=1C1C(N2C=CN=C2)=CN=C(CCN)N=1.Cl[C:24]1[CH:29]=[C:28]([Cl:30])[N:27]=[CH:26][N:25]=1.[Cl:31][C:32]1[CH:37]=[C:36]([Cl:38])[CH:35]=[CH:34][C:33]=1[C:39]1[C:44]([C:45]2[NH:46][CH:47]=[CH:48][N:49]=2)=[CH:43][N:42]=[C:41]([NH:50][CH2:51][CH2:52][NH:53]C2C=CC([N+]([O-])=O)=C(OC)N=2)[N:40]=1, predict the reaction product. The product is: [Cl:31][C:32]1[CH:37]=[C:36]([Cl:38])[CH:35]=[CH:34][C:33]=1[C:39]1[C:44]([C:45]2[NH:49][CH:48]=[CH:47][N:46]=2)=[CH:43][N:42]=[C:41]([NH:50][CH2:51][CH2:52][NH:53][C:24]2[CH:29]=[C:28]([Cl:30])[N:27]=[CH:26][N:25]=2)[N:40]=1. (5) Given the reactants [CH:1]1[CH:6]=[CH:5][C:4]([CH2:7]Br)=[CH:3][CH:2]=1.[H-].[Na+].CN([CH:14]=[O:15])C, predict the reaction product. The product is: [CH3:5][C:4](=[CH2:3])[CH2:7][CH2:14][O:15][CH2:7][C:4]1[CH:5]=[CH:6][CH:1]=[CH:2][CH:3]=1. (6) Given the reactants [C:1]([C:3]1[CH:8]=[CH:7][C:6]([C:9]2[CH:10]=[N:11][N:12]([C:15]3[CH:23]=[CH:22][C:18]([C:19]([OH:21])=O)=[CH:17][N:16]=3)[C:13]=2[OH:14])=[C:5]([CH3:24])[CH:4]=1)#[N:2].Cl.[CH3:26][O:27][CH2:28][CH:29]1[CH2:34][CH2:33][NH:32][CH2:31][CH2:30]1, predict the reaction product. The product is: [OH:14][C:13]1[N:12]([C:15]2[CH:23]=[CH:22][C:18]([C:19]([N:32]3[CH2:33][CH2:34][CH:29]([CH2:28][O:27][CH3:26])[CH2:30][CH2:31]3)=[O:21])=[CH:17][N:16]=2)[N:11]=[CH:10][C:9]=1[C:6]1[CH:7]=[CH:8][C:3]([C:1]#[N:2])=[CH:4][C:5]=1[CH3:24]. (7) Given the reactants [OH:1][C:2]1[CH:7]=[CH:6][C:5]([CH2:8][CH2:9][NH:10][C:11](=[O:17])[O:12][C:13]([CH3:16])([CH3:15])[CH3:14])=[CH:4][CH:3]=1.[CH3:18][O:19][C:20](=[O:29])[C:21]1[CH:26]=[CH:25][CH:24]=[CH:23][C:22]=1[CH2:27]Br.C([O-])([O-])=O.[K+].[K+], predict the reaction product. The product is: [C:13]([O:12][C:11]([NH:10][CH2:9][CH2:8][C:5]1[CH:4]=[CH:3][C:2]([O:1][CH2:27][C:22]2[CH:23]=[CH:24][CH:25]=[CH:26][C:21]=2[C:20]([O:19][CH3:18])=[O:29])=[CH:7][CH:6]=1)=[O:17])([CH3:14])([CH3:16])[CH3:15]. (8) Given the reactants [NH2:1][C:2]1[CH:7]=[CH:6][N:5]([CH:8](O)[CH2:9][CH:10]([OH:12])[CH3:11])[C:4](=[O:14])[N:3]=1.[C:15](OC(=O)C)(=[O:17])[CH3:16].CN([CH:25]=[O:26])C, predict the reaction product. The product is: [C:15]([NH:1][C:2]1[CH:7]=[CH:6][N:5]([CH2:8][C@@H:9]([C@H:10]([OH:12])[CH3:11])[CH2:25][OH:26])[C:4](=[O:14])[N:3]=1)(=[O:17])[CH3:16]. (9) Given the reactants [F:1][C:2]1[CH:7]=[C:6]([S:8]([CH3:11])(=[O:10])=[O:9])[CH:5]=[C:4]([F:12])[C:3]=1[NH:13][C@H:14]1[CH2:19][CH2:18][CH2:17][N:16]([CH:20]2[CH2:25][CH2:24][N:23]([C:26](=[NH:29])[NH:27][OH:28])[CH2:22][CH2:21]2)[C:15]1=[O:30].[F:31][C:32]([F:43])([F:42])[C:33](O[C:33](=O)[C:32]([F:43])([F:42])[F:31])=O, predict the reaction product. The product is: [F:1][C:2]1[CH:7]=[C:6]([S:8]([CH3:11])(=[O:9])=[O:10])[CH:5]=[C:4]([F:12])[C:3]=1[NH:13][C@H:14]1[CH2:19][CH2:18][CH2:17][N:16]([CH:20]2[CH2:21][CH2:22][N:23]([C:26]3[N:29]=[C:33]([C:32]([F:43])([F:42])[F:31])[O:28][N:27]=3)[CH2:24][CH2:25]2)[C:15]1=[O:30].